From a dataset of Full USPTO retrosynthesis dataset with 1.9M reactions from patents (1976-2016). Predict the reactants needed to synthesize the given product. (1) Given the product [CH2:1]([C@@:3]12[CH2:28][CH2:27][C@@:26]([C:30]([F:33])([F:32])[F:31])([OH:29])[CH2:25][C@H:4]1[CH2:5][CH2:6][CH2:7][C:8]1[C:9]2=[CH:10][C:11]2[CH:12]=[N:13][N:14]([C:17]3[CH:18]=[CH:19][C:20]([S:23]([CH3:24])(=[O:40])=[O:34])=[CH:21][CH:22]=3)[C:15]=2[CH:16]=1)[CH3:2], predict the reactants needed to synthesize it. The reactants are: [CH2:1]([C@@:3]12[CH2:28][CH2:27][C@@:26]([C:30]([F:33])([F:32])[F:31])([OH:29])[CH2:25][C@H:4]1[CH2:5][CH2:6][CH2:7][C:8]1[C:9]2=[CH:10][C:11]2[CH:12]=[N:13][N:14]([C:17]3[CH:22]=[CH:21][C:20]([S:23][CH3:24])=[CH:19][CH:18]=3)[C:15]=2[CH:16]=1)[CH3:2].[OH2:34].ClC1C=C(C=CC=1)C(OO)=[O:40]. (2) Given the product [F:1][C:2]1[C:7]([NH:8][CH2:9][C:10]2[CH:15]=[CH:14][CH:13]=[C:12]([C:16]3[CH:21]=[CH:20][CH:19]=[C:18]([F:22])[CH:17]=3)[CH:11]=2)=[C:6]([F:23])[CH:5]=[CH:4][C:3]=1[O:24][CH2:32][C:33]([O:35][CH2:36][CH3:37])=[O:34], predict the reactants needed to synthesize it. The reactants are: [F:1][C:2]1[C:7]([NH:8][CH2:9][C:10]2[CH:15]=[CH:14][CH:13]=[C:12]([C:16]3[CH:21]=[CH:20][CH:19]=[C:18]([F:22])[CH:17]=3)[CH:11]=2)=[C:6]([F:23])[CH:5]=[CH:4][C:3]=1[OH:24].C([O-])([O-])=O.[Cs+].[Cs+].Br[CH2:32][C:33]([O:35][CH2:36][CH3:37])=[O:34]. (3) Given the product [O:22]=[C:20]1[NH:19][C:18](=[O:23])[C:17](=[CH:16][C:13]2[CH:12]=[CH:11][C:10]([C:6]3[CH:7]=[CH:8][CH:9]=[C:4]([CH2:3][N:2]([CH3:1])[C:31]([NH:30][C:24]4[CH:29]=[CH:28][CH:27]=[CH:26][CH:25]=4)=[O:32])[CH:5]=3)=[CH:15][CH:14]=2)[S:21]1, predict the reactants needed to synthesize it. The reactants are: [CH3:1][NH:2][CH2:3][C:4]1[CH:5]=[C:6]([C:10]2[CH:15]=[CH:14][C:13]([CH:16]=[C:17]3[S:21][C:20](=[O:22])[NH:19][C:18]3=[O:23])=[CH:12][CH:11]=2)[CH:7]=[CH:8][CH:9]=1.[C:24]1([N:30]=[C:31]=[O:32])[CH:29]=[CH:28][CH:27]=[CH:26][CH:25]=1. (4) Given the product [F:19][C:18]([F:21])([F:20])[C:17]1[C:12]([N:9]2[CH2:10][CH2:11][C:3]3[C:2]([NH:29][C:28]4[CH:30]=[CH:31][C:25]([O:24][C:23]([F:22])([F:32])[F:33])=[CH:26][CH:27]=4)=[N:7][CH:6]=[N:5][C:4]=3[CH2:8]2)=[N:13][CH:14]=[CH:15][CH:16]=1, predict the reactants needed to synthesize it. The reactants are: Cl[C:2]1[C:3]2[CH2:11][CH2:10][N:9]([C:12]3[C:17]([C:18]([F:21])([F:20])[F:19])=[CH:16][CH:15]=[CH:14][N:13]=3)[CH2:8][C:4]=2[N:5]=[CH:6][N:7]=1.[F:22][C:23]([F:33])([F:32])[O:24][C:25]1[CH:31]=[CH:30][C:28]([NH2:29])=[CH:27][CH:26]=1.C(#N)C.[I-].[Na+]. (5) Given the product [CH:1]1([O:7][C:8]2[N:13]=[C:12]([C:14](=[O:16])[CH2:18][C:19]#[N:20])[CH:11]=[CH:10][CH:9]=2)[CH2:2][CH2:3][CH2:4][CH2:5][CH2:6]1, predict the reactants needed to synthesize it. The reactants are: [CH:1]1([O:7][C:8]2[N:13]=[C:12]([C:14]([O:16]C)=O)[CH:11]=[CH:10][CH:9]=2)[CH2:6][CH2:5][CH2:4][CH2:3][CH2:2]1.[CH3:18][C:19]#[N:20]. (6) Given the product [CH:1]1([N:6]2[C:15]3[N:14]=[C:13]([N:16]4[CH:20]=[C:19]([C:21]([N:30]([CH3:31])[CH3:29])=[O:23])[CH:18]=[N:17]4)[N:12]=[CH:11][C:10]=3[N:9]([CH3:24])[C:8](=[O:25])[C@H:7]2[CH2:26][CH3:27])[CH2:2][CH2:3][CH2:4][CH2:5]1, predict the reactants needed to synthesize it. The reactants are: [CH:1]1([N:6]2[C:15]3[N:14]=[C:13]([N:16]4[CH:20]=[C:19]([C:21]([OH:23])=O)[CH:18]=[N:17]4)[N:12]=[CH:11][C:10]=3[N:9]([CH3:24])[C:8](=[O:25])[C@H:7]2[CH2:26][CH3:27])[CH2:5][CH2:4][CH2:3][CH2:2]1.C[CH2:29][N:30]=[C:31]=NCCCN(C)C.Cl.CNC.C1C=NC2N(O)N=NC=2C=1.C(N(CC)CC)C. (7) Given the product [Cl:10][C:11]1[S:14][N:8]=[C:7]([C:3]2[S:2][CH:6]=[CH:5][CH:4]=2)[N:9]=1, predict the reactants needed to synthesize it. The reactants are: Cl.[S:2]1[CH:6]=[CH:5][CH:4]=[C:3]1[C:7](=[NH:9])[NH2:8].[Cl:10][C:11]([SH:14])(Cl)Cl.[OH-].[Na+]. (8) Given the product [CH3:20][C:14]1[CH:15]=[CH:16][CH:17]=[C:18]([CH3:19])[C:13]=1[N:9]1[CH:10]=[CH:11][N:12]=[C:8]1[C:4]1[CH:5]=[CH:6][CH:7]=[C:2]([C:21]#[CH:22])[CH:3]=1, predict the reactants needed to synthesize it. The reactants are: Br[C:2]1[CH:3]=[C:4]([C:8]2[N:9]([C:13]3[C:18]([CH3:19])=[CH:17][CH:16]=[CH:15][C:14]=3[CH3:20])[CH:10]=[CH:11][N:12]=2)[CH:5]=[CH:6][CH:7]=1.[CH2:21]([Sn](CCCC)(CCCC)C#C)[CH2:22]CC.CCOC(C)=O.O. (9) Given the product [NH2:13][C:11]1[O:12][C:2]([CH2:3][C:4]([O:6][CH3:7])=[O:5])=[CH:8][N:10]=1, predict the reactants needed to synthesize it. The reactants are: Br[CH:2]([CH:8]=O)[CH2:3][C:4]([O:6][CH3:7])=[O:5].[NH2:10][C:11]([NH2:13])=[O:12].